Dataset: Forward reaction prediction with 1.9M reactions from USPTO patents (1976-2016). Task: Predict the product of the given reaction. (1) Given the reactants C([O:8][C:9]([C:11]1[CH:16]=[CH:15][C:14]([C:17]2[CH:22]=[CH:21][C:20]([O:23][CH2:24][C:25]3[CH:30]=[CH:29][CH:28]=[CH:27][CH:26]=3)=[CH:19][CH:18]=2)=[CH:13][CH:12]=1)=[O:10])C1C=CC=CC=1.[OH-].[Na+].Cl, predict the reaction product. The product is: [CH2:24]([O:23][C:20]1[CH:21]=[CH:22][C:17]([C:14]2[CH:13]=[CH:12][C:11]([C:9]([OH:10])=[O:8])=[CH:16][CH:15]=2)=[CH:18][CH:19]=1)[C:25]1[CH:26]=[CH:27][CH:28]=[CH:29][CH:30]=1. (2) Given the reactants CCCC[N+](CCCC)(CCCC)CCCC.[F-].[Si]([O:26][CH2:27][CH:28]([O:33][CH2:34][CH2:35][CH2:36][CH2:37][CH2:38][CH2:39][CH2:40][CH2:41]/[CH:42]=[CH:43]\[CH2:44]/[CH:45]=[CH:46]\[CH2:47][CH2:48][CH2:49][CH2:50][CH3:51])[CH2:29][N:30]([CH3:32])[CH3:31])(C(C)(C)C)(C)C, predict the reaction product. The product is: [CH3:31][N:30]([CH3:32])[CH2:29][CH:28]([O:33][CH2:34][CH2:35][CH2:36][CH2:37][CH2:38][CH2:39][CH2:40][CH2:41]/[CH:42]=[CH:43]\[CH2:44]/[CH:45]=[CH:46]\[CH2:47][CH2:48][CH2:49][CH2:50][CH3:51])[CH2:27][OH:26]. (3) Given the reactants Cl[C:2]1[N:3]=[CH:4][C:5](I)=[C:6]2[C:11]=1[N:10]=[C:9]([CH3:12])[CH:8]=[CH:7]2.[N:14]1[CH:19]=[CH:18][CH:17]=[C:16](B(O)O)[CH:15]=1.[NH2:23][C:24]1[N:25]=[C:26]([CH3:29])[S:27][CH:28]=1, predict the reaction product. The product is: [CH3:12][C:9]1[CH:8]=[CH:7][C:6]2[C:11](=[C:2]([NH:23][C:24]3[N:25]=[C:26]([CH3:29])[S:27][CH:28]=3)[N:3]=[CH:4][C:5]=2[C:16]2[CH:15]=[N:14][CH:19]=[CH:18][CH:17]=2)[N:10]=1. (4) Given the reactants Cl[C:2]1[N:7]=[C:6]([NH:8][C:9]2[CH:13]=[C:12]([CH:14]3[CH2:16][CH2:15]3)[NH:11][N:10]=2)[C:5]([N+:17]([O-:19])=[O:18])=[CH:4][CH:3]=1.[F:20][C:21]1[CH:26]=[CH:25][C:24]([C@@H:27]([NH2:29])[CH3:28])=[CH:23][CH:22]=1.CCN(C(C)C)C(C)C, predict the reaction product. The product is: [CH:14]1([C:12]2[NH:11][N:10]=[C:9]([NH:8][C:6]3[C:5]([N+:17]([O-:19])=[O:18])=[CH:4][CH:3]=[C:2]([NH:29][C@H:27]([C:24]4[CH:25]=[CH:26][C:21]([F:20])=[CH:22][CH:23]=4)[CH3:28])[N:7]=3)[CH:13]=2)[CH2:16][CH2:15]1. (5) Given the reactants [Cl:1][C:2]1[CH:3]=[C:4]([NH:9][C:10]2[C:19]3[C:14](=[CH:15][C:16]([O:29][C@H:30]4[CH2:34][CH2:33][O:32][CH2:31]4)=[C:17]([NH:20][C:21](=[O:28])/[CH:22]=[CH:23]/[CH2:24][N:25]([CH3:27])[CH3:26])[CH:18]=3)[N:13]=[CH:12][N:11]=2)[CH:5]=[CH:6][C:7]=1[F:8].[C:35]([OH:42])(=[O:41])/[CH:36]=[CH:37]\[C:38]([OH:40])=[O:39], predict the reaction product. The product is: [C:35]([OH:42])(=[O:41])/[CH:36]=[CH:37]\[C:38]([OH:40])=[O:39].[C:35]([OH:42])(=[O:41])/[CH:36]=[CH:37]\[C:38]([OH:40])=[O:39].[Cl:1][C:2]1[CH:3]=[C:4]([NH:9][C:10]2[C:19]3[C:14](=[CH:15][C:16]([O:29][C@H:30]4[CH2:34][CH2:33][O:32][CH2:31]4)=[C:17]([NH:20][C:21](=[O:28])/[CH:22]=[CH:23]/[CH2:24][N:25]([CH3:26])[CH3:27])[CH:18]=3)[N:13]=[CH:12][N:11]=2)[CH:5]=[CH:6][C:7]=1[F:8].